This data is from HIV replication inhibition screening data with 41,000+ compounds from the AIDS Antiviral Screen. The task is: Binary Classification. Given a drug SMILES string, predict its activity (active/inactive) in a high-throughput screening assay against a specified biological target. The molecule is CCCCCCCCCCCCSSC(=S)OC(C)C. The result is 0 (inactive).